From a dataset of CYP2C19 inhibition data for predicting drug metabolism from PubChem BioAssay. Regression/Classification. Given a drug SMILES string, predict its absorption, distribution, metabolism, or excretion properties. Task type varies by dataset: regression for continuous measurements (e.g., permeability, clearance, half-life) or binary classification for categorical outcomes (e.g., BBB penetration, CYP inhibition). Dataset: cyp2c19_veith. The drug is Cc1ccc(-c2ccc(/C=N/N3C(=O)C4C5C=CC(C6CC56)C4C3=O)o2)c([N+](=O)[O-])c1. The result is 1 (inhibitor).